Dataset: Catalyst prediction with 721,799 reactions and 888 catalyst types from USPTO. Task: Predict which catalyst facilitates the given reaction. (1) Reactant: C(O[C:6]([N:8]1[CH2:13][CH2:12][NH:11][CH2:10][CH2:9]1)=O)(C)(C)C.[CH3:14][O:15][C:16](=[O:24])[C:17]1[CH:22]=C[CH:20]=[C:19](Br)[CH:18]=1.C(P(C(C)(C)C)C1C=CC=CC=1C1C=CC=CC=1)(C)(C)C.CC(C)([O-])C.[Na+].C(O)(C(F)(F)F)=O. Product: [CH3:14][O:15][C:16](=[O:24])[C:17]1[CH:18]=[CH:19][CH:20]=[C:6]([N:8]2[CH2:9][CH2:10][NH:11][CH2:12][CH2:13]2)[CH:22]=1. The catalyst class is: 11. (2) Reactant: C(OC([N:8]1[CH2:13][CH2:12][CH:11]([N:14]([CH2:28][C:29]2[CH:34]=[CH:33][C:32]([N+:35]([O-:37])=[O:36])=[CH:31][CH:30]=2)[C:15](=[O:27])[C:16]2[CH:21]=[CH:20][C:19]([CH2:22][CH2:23][CH2:24][CH2:25][CH3:26])=[CH:18][CH:17]=2)[CH2:10][CH2:9]1)=O)(C)(C)C.FC(F)(F)C(O)=O. Product: [N+:35]([C:32]1[CH:31]=[CH:30][C:29]([CH2:28][N:14]([CH:11]2[CH2:12][CH2:13][NH:8][CH2:9][CH2:10]2)[C:15](=[O:27])[C:16]2[CH:17]=[CH:18][C:19]([CH2:22][CH2:23][CH2:24][CH2:25][CH3:26])=[CH:20][CH:21]=2)=[CH:34][CH:33]=1)([O-:37])=[O:36]. The catalyst class is: 4. (3) Reactant: CON(C)[C:4](=[O:16])[CH2:5][CH2:6][C:7]1[C:12]([Cl:13])=[CH:11][C:10]([Cl:14])=[CH:9][C:8]=1[Cl:15].CC(C[AlH]CC(C)C)C. Product: [Cl:13][C:12]1[CH:11]=[C:10]([Cl:14])[CH:9]=[C:8]([Cl:15])[C:7]=1[CH2:6][CH2:5][CH:4]=[O:16]. The catalyst class is: 11.